This data is from Full USPTO retrosynthesis dataset with 1.9M reactions from patents (1976-2016). The task is: Predict the reactants needed to synthesize the given product. Given the product [O:28]=[C:26]([C:18]1[CH:17]=[CH:16][C:15]2[C:14]([CH3:29])([CH3:13])[CH2:23][CH2:22][C:21]([CH3:25])([CH3:24])[C:20]=2[CH:19]=1)[CH:27]=[CH:1][C:3]1[CH:12]=[CH:11][C:6]([C:7]([OH:9])=[O:8])=[CH:5][CH:4]=1, predict the reactants needed to synthesize it. The reactants are: [CH:1]([C:3]1[CH:12]=[CH:11][C:6]([C:7]([O:9]C)=[O:8])=[CH:5][CH:4]=1)=O.[CH3:13][C:14]1([CH3:29])[CH2:23][CH2:22][C:21]([CH3:25])([CH3:24])[C:20]2[CH:19]=[C:18]([C:26](=[O:28])[CH3:27])[CH:17]=[CH:16][C:15]1=2.Cl.